From a dataset of Reaction yield outcomes from USPTO patents with 853,638 reactions. Predict the reaction yield, written as a fraction of the theoretical maximum amount of product (1.0 means a 100% yield; for example, 0.34 means a 34% yield). (1) The yield is 0.780. The catalyst is C1COCC1.O. The product is [C:22]([O:25][C:26](=[O:27])[NH:1][CH2:2][CH:3]([CH2:14][OH:15])[CH2:4][CH2:5][N:6]1[CH:11]=[CH:10][C:9](=[O:12])[NH:8][C:7]1=[O:13])([CH3:24])([CH3:23])[CH3:21]. The reactants are [NH2:1][CH2:2][CH:3]([CH2:14][OH:15])[CH2:4][CH2:5][N:6]1[CH:11]=[CH:10][C:9](=[O:12])[NH:8][C:7]1=[O:13].C([O-])(O)=O.[Na+].[CH3:21][C:22]([O:25][C:26](O[C:26]([O:25][C:22]([CH3:24])([CH3:23])[CH3:21])=[O:27])=[O:27])([CH3:24])[CH3:23]. (2) The reactants are [CH3:1][C:2]1([CH3:15])[C:11]2[C:6](=[CH:7][CH:8]=[C:9]([CH3:12])[CH:10]=2)[C:5]([CH3:14])([CH3:13])[CH2:4][O:3]1.[Br:16]Br. The catalyst is [N+](C)([O-])=O. The product is [Br:16][C:8]1[CH:7]=[C:6]2[C:11](=[CH:10][C:9]=1[CH3:12])[C:2]([CH3:15])([CH3:1])[O:3][CH2:4][C:5]2([CH3:14])[CH3:13]. The yield is 0.960. (3) The reactants are C[O:2][C:3]([C:5]1[CH:10]=[N:9][C:8]([O:11][C:12]2[CH:17]=[CH:16][CH:15]=[CH:14][C:13]=2[F:18])=[CH:7][N:6]=1)=[O:4].[OH-].[K+]. The catalyst is C(O)C. The product is [F:18][C:13]1[CH:14]=[CH:15][CH:16]=[CH:17][C:12]=1[O:11][C:8]1[N:9]=[CH:10][C:5]([C:3]([OH:4])=[O:2])=[N:6][CH:7]=1. The yield is 0.518. (4) The reactants are CN(/C=[N:5]/[C:6]1[N:7]=[CH:8][C:9]([O:12][C:13]2[C:14]3[C:18]([CH:19]=[C:20]([C:22]([O:24][CH2:25][CH3:26])=[O:23])[CH:21]=2)=[N:17][N:16]([CH2:27][CH3:28])[CH:15]=3)=[N:10][CH:11]=1)C.[OH-].[NH4+]. The catalyst is C(O)C. The product is [NH2:5][C:6]1[N:7]=[CH:8][C:9]([O:12][C:13]2[C:14]3[C:18]([CH:19]=[C:20]([C:22]([O:24][CH2:25][CH3:26])=[O:23])[CH:21]=2)=[N:17][N:16]([CH2:27][CH3:28])[CH:15]=3)=[N:10][CH:11]=1. The yield is 0.500. (5) The reactants are Br[C:2]1[N:3]=[C:4]2[C:10]([C:11]([NH:13][C:14]([CH3:17])([CH3:16])[CH3:15])=[O:12])=[CH:9][N:8]([CH2:18][O:19][CH2:20][CH2:21][Si:22]([CH3:25])([CH3:24])[CH3:23])[C:5]2=[N:6][CH:7]=1.[CH3:26][C:27]1[N:32]=[CH:31][C:30]([NH2:33])=[CH:29][N:28]=1.C1C=CC(P(C2C(C3C(P(C4C=CC=CC=4)C4C=CC=CC=4)=CC=C4C=3C=CC=C4)=C3C(C=CC=C3)=CC=2)C2C=CC=CC=2)=CC=1.CC(C)([O-])C.[Na+]. The catalyst is CN(C=O)C.C1(C)C=CC=CC=1.O.C([O-])(=O)C.[Pd+2].C([O-])(=O)C. The product is [C:14]([NH:13][C:11]([C:10]1[C:4]2[C:5](=[N:6][CH:7]=[C:2]([NH:33][C:30]3[CH:29]=[N:28][C:27]([CH3:26])=[N:32][CH:31]=3)[N:3]=2)[N:8]([CH2:18][O:19][CH2:20][CH2:21][Si:22]([CH3:25])([CH3:24])[CH3:23])[CH:9]=1)=[O:12])([CH3:17])([CH3:16])[CH3:15]. The yield is 0.490. (6) The reactants are [Cl:1][C:2]1[CH:7]=[CH:6][CH:5]=[CH:4][C:3]=1[C:8]1[CH:13]=[CH:12][N:11]=[CH:10][C:9]=1[NH:14][CH3:15].C(N(C(C)C)C(C)C)C.[F:25][C:26]([F:44])([F:43])[C:27]1[CH:28]=[C:29]([C:37]([CH3:42])([CH3:41])[C:38](Cl)=[O:39])[CH:30]=[C:31]([C:33]([F:36])([F:35])[F:34])[CH:32]=1.C(=O)(O)[O-].[Na+]. The catalyst is ClCCl. The product is [F:34][C:33]([F:35])([F:36])[C:31]1[CH:30]=[C:29]([C:37]([CH3:41])([CH3:42])[C:38]([N:14]([C:9]2[CH:10]=[N:11][CH:12]=[CH:13][C:8]=2[C:3]2[CH:4]=[CH:5][CH:6]=[CH:7][C:2]=2[Cl:1])[CH3:15])=[O:39])[CH:28]=[C:27]([C:26]([F:43])([F:25])[F:44])[CH:32]=1. The yield is 0.880.